Dataset: Full USPTO retrosynthesis dataset with 1.9M reactions from patents (1976-2016). Task: Predict the reactants needed to synthesize the given product. (1) Given the product [CH2:1]([SiH:19]([Cl:21])[Cl:20])[CH2:2][CH2:3][CH2:4][CH2:5][CH2:6][CH2:7][CH2:8][CH2:9][CH2:10][CH2:11][CH2:12][CH2:13][CH2:14][CH2:15][CH2:16][CH2:17][CH3:18], predict the reactants needed to synthesize it. The reactants are: [CH2:1]([Si:19](Cl)([Cl:21])[Cl:20])[CH2:2][CH2:3][CH2:4][CH2:5][CH2:6][CH2:7][CH2:8][CH2:9][CH2:10][CH2:11][CH2:12][CH2:13][CH2:14][CH2:15][CH2:16][CH2:17][CH3:18].C[SiH](Cl)Cl. (2) Given the product [NH:9]1[C:10]2[C:15](=[CH:14][CH:13]=[CH:12][CH:11]=2)[CH:16]=[C:8]1[C:4]1[N:5]=[CH:6][N:7]=[C:2]([C:34]2[C:35]([N:37]([CH3:42])[S:38]([CH3:41])(=[O:40])=[O:39])=[CH:36][C:26]3[O:25][C:24]([C:21]4[CH:22]=[CH:23][C:18]([F:17])=[CH:19][CH:20]=4)=[C:28]([C:29]([NH:31][CH3:32])=[O:30])[C:27]=3[CH:33]=2)[CH:3]=1, predict the reactants needed to synthesize it. The reactants are: Cl[C:2]1[N:7]=[CH:6][N:5]=[C:4]([C:8]2[NH:9][C:10]3[C:15]([CH:16]=2)=[CH:14][CH:13]=[CH:12][CH:11]=3)[CH:3]=1.[F:17][C:18]1[CH:23]=[CH:22][C:21]([C:24]2[O:25][C:26]3[CH:36]=[C:35]([N:37]([CH3:42])[S:38]([CH3:41])(=[O:40])=[O:39])[C:34](B4OC(C)(C)C(C)(C)O4)=[CH:33][C:27]=3[C:28]=2[C:29]([NH:31][CH3:32])=[O:30])=[CH:20][CH:19]=1.CC(C1C=C(C(C)C)C(C2C=CC=CC=2P(C2CCCCC2)C2CCCCC2)=C(C(C)C)C=1)C. (3) Given the product [NH2:1][C:2]1[N:7]=[CH:6][C:5]([CH2:8][N:16]2[CH2:15][CH2:14][N:13]([C:18]([O:20][C:21]([CH3:24])([CH3:23])[CH3:22])=[O:19])[C@@H:12]([CH3:11])[CH2:17]2)=[C:4]([CH3:10])[CH:3]=1, predict the reactants needed to synthesize it. The reactants are: [NH2:1][C:2]1[N:7]=[CH:6][C:5]([CH:8]=O)=[C:4]([CH3:10])[CH:3]=1.[CH3:11][C@H:12]1[CH2:17][NH:16][CH2:15][CH2:14][N:13]1[C:18]([O:20][C:21]([CH3:24])([CH3:23])[CH3:22])=[O:19].C(O[BH-](OC(=O)C)OC(=O)C)(=O)C.[Na+].C([O-])(O)=O.[Na+]. (4) Given the product [C:1]([O:5][C:6]([N:8]1[CH2:9][CH2:10][CH:11]([N:14]([C:15]2[CH:20]=[CH:19][CH:18]=[CH:17][CH:16]=2)[CH2:36][C:35]2[CH:38]=[CH:39][CH:40]=[C:33]([C:25]3[CH:26]=[C:27]([O:31][CH3:32])[C:28]([O:29][CH3:30])=[C:23]([O:22][CH3:21])[CH:24]=3)[CH:34]=2)[CH2:12][CH2:13]1)=[O:7])([CH3:4])([CH3:2])[CH3:3], predict the reactants needed to synthesize it. The reactants are: [C:1]([O:5][C:6]([N:8]1[CH2:13][CH2:12][CH:11]([NH:14][C:15]2[CH:20]=[CH:19][CH:18]=[CH:17][CH:16]=2)[CH2:10][CH2:9]1)=[O:7])([CH3:4])([CH3:3])[CH3:2].[CH3:21][O:22][C:23]1[CH:24]=[C:25]([C:33]2[CH:34]=[C:35]([CH:38]=[CH:39][CH:40]=2)[CH2:36]Cl)[CH:26]=[C:27]([O:31][CH3:32])[C:28]=1[O:29][CH3:30]. (5) Given the product [NH2:20][C:18]1[N:19]=[C:14]([C:7]2[CH:8]=[C:3]([CH:4]=[CH:5][C:6]=2[F:12])[C:1]#[N:2])[CH:15]=[C:16]([NH:21][CH3:22])[N:17]=1, predict the reactants needed to synthesize it. The reactants are: [C:1]([C:3]1[CH:4]=[CH:5][C:6]([F:12])=[C:7](B(O)O)[CH:8]=1)#[N:2].I[C:14]1[N:19]=[C:18]([NH2:20])[N:17]=[C:16]([NH:21][CH3:22])[CH:15]=1.